This data is from Peptide-MHC class I binding affinity with 185,985 pairs from IEDB/IMGT. The task is: Regression. Given a peptide amino acid sequence and an MHC pseudo amino acid sequence, predict their binding affinity value. This is MHC class I binding data. The peptide sequence is KMDVTPLDY. The MHC is HLA-B18:01 with pseudo-sequence HLA-B18:01. The binding affinity (normalized) is 0.0847.